From a dataset of Experimentally validated miRNA-target interactions with 360,000+ pairs, plus equal number of negative samples. Binary Classification. Given a miRNA mature sequence and a target amino acid sequence, predict their likelihood of interaction. (1) The miRNA is hsa-miR-181d-5p with sequence AACAUUCAUUGUUGUCGGUGGGU. The protein sequence of the target gene is MAPAALWVALVFELQLWATGHTVPAQVVLTPYKPEPGYECQISQEYYDRKAQMCCAKCPPGQYVKHFCNKTSDTVCADCEASMYTQVWNQFRTCLSCSSSCTTDQVEIRACTKQQNRVCACEAGRYCALKTHSGSCRQCMRLSKCGPGFGVASSRAPNGNVLCKACAPGTFSDTTSSTDVCRPHRICSILAIPGNASTDAVCAPESPTLSAIPRTLYVSQPEPTRSQPLDQEPGPSQTPSILTSLGSTPIIEQSTKGGISLPIGLIVGVTSLGLLMLGLVNCIILVQRKKKPSCLQRDAK.... Result: 0 (no interaction). (2) The miRNA is hsa-miR-4804-5p with sequence UUGGACGGUAAGGUUAAGCAA. The protein sequence of the target gene is MAHATPPSALEQGGPIRVEHDRQRRQFSVRLNGCHDRAVLLYEYVGKRIVDLQHTEVPDAYRGRGIAKHLAKAALDFVVEEDLKAHLTCWYIQKYVKENPLPQYLERLQP. Result: 0 (no interaction). (3) The miRNA is hsa-miR-5692c with sequence AAUAAUAUCACAGUAGGUGUAC. Result: 0 (no interaction). The protein sequence of the target gene is MAATGTAAAAATGRLLLLLLVGLTAPALALAGYIEALAANAGTGFAVAEPQIAMFCGKLNMHVNIQTGKWEPDPTGTKSCFETKEEVLQYCQEMYPELQITNVMEANQRVSIDNWCRRDKKQCKSRFVTPFKCLVGEFVSDVLLVPEKCQFFHKERMEVCENHQHWHTVVKEACLTQGMTLYSYGMLLPCGVDQFHGTEYVCCPQTKIIGSVSKEEEEEDEEEEEEEDEEEDYDVYKSEFPTEADLEDFTEAAVDEDDEDEEEGEEVVEDRDYYYDTFKGDDYNEENPTEPGSDGTMSDK.... (4) The miRNA is hsa-miR-186-3p with sequence GCCCAAAGGUGAAUUUUUUGGG. The protein sequence of the target gene is METFDPTELPELLKLYYRRLFPYSQYYRWLNYGGVIKNYFQHREFSFTLKDDIYIRYQSFNNQSDLEKEMQKMNPYKIDIGAVYSHRPNQHNTVKLGAFQAQEKELVFDIDMTDYDDVRRCCSSADICPKCWTLMTMAIRIIDRALKEDFGFKHRLWVYSGRRGVHCWVCDESVRKLSSAVRSGIVEYLSLVKGGQDVKKKVHLSEKIHPFIRKSINIIKKYFEEYALVNQDILENKESWDKILALVPETIHDELQQSFQKSHNSLQRWEHLKKVASRYQNNIKNDKYGPWLEWEIMLQY.... Result: 1 (interaction). (5) The protein sequence of the target gene is MTPILTVLICLGLSLGPRTHVQAGHLPKPTLWAEPGSVIIQGSPVTLRCQGSLQAEEYHLYRENKSASWVRRIQEPGKNGQFPIPSITWEHAGRYHCQYYSHNHSSEYSDPLELVVTGAYSKPTLSALPSPVVTLGGNVTLQCVSQVAFDGFILCKEGEDEHPQRLNSHSHARGWSWAIFSVGPVSPSRRWSYRCYAYDSNSPYVWSLPSDLLELLVPGVSKKPSLSVQPGPMVAPGESLTLQCVSDVGYDRFVLYKEGERDFLQRPGWQPQAGLSQANFTLGPVSPSHGGQYRCYSAHN.... Result: 1 (interaction). The miRNA is hsa-miR-6783-3p with sequence UUCCUGGGCUUCUCCUCUGUAG. (6) The miRNA is hsa-miR-3135b with sequence GGCUGGAGCGAGUGCAGUGGUG. The protein sequence of the target gene is MASELGARDDGGCTELAKPLYLQYLERALRLDHFLRQTSAIFNRNISSDDSEDGLDDSNPLLPQSGDPLIQVKEEPPNSLLGETSGAGSSGMLNTYSLNGVLQSESKCDKGNLYNFSKLKKSRKWLKSILLSDESSEADSQSEDDDEEELNLSREELHNMLRLHKYKKLHQNKYSKDKELQQYQYYSAGLLSTYDPFYEQQRHLLGPKKKKFKEEKKLKAKLKKVKKKRRRDEELSSEESPRRHHHQTKVFAKFSHDAPPPGTKKKHLSIEQLNARRRKVWLSIVKKELPKANKQKASAR.... Result: 1 (interaction).